Dataset: Peptide-MHC class I binding affinity with 185,985 pairs from IEDB/IMGT. Task: Regression. Given a peptide amino acid sequence and an MHC pseudo amino acid sequence, predict their binding affinity value. This is MHC class I binding data. (1) The peptide sequence is TLEGFASPL. The MHC is H-2-Kb with pseudo-sequence H-2-Kb. The binding affinity (normalized) is 0.118. (2) The peptide sequence is DISPTNIPL. The MHC is HLA-A26:01 with pseudo-sequence HLA-A26:01. The binding affinity (normalized) is 0.188.